This data is from Reaction yield outcomes from USPTO patents with 853,638 reactions. The task is: Predict the reaction yield, written as a fraction of the theoretical maximum amount of product (1.0 means a 100% yield; for example, 0.34 means a 34% yield). (1) The reactants are F[C:2]1[CH:9]=[CH:8][C:7]([CH2:10][CH2:11][C:12]2[NH:13][CH:14]=[C:15]([CH2:19][C:20]3[CH:21]=[N:22][CH:23]=[N:24][CH:25]=3)[C:16](=[O:18])[N:17]=2)=[CH:6][C:3]=1[C:4]#[N:5].[Cl:26][C:27]1[CH:32]=[CH:31][C:30]([OH:33])=[CH:29][C:28]=1[C:34]([F:37])([F:36])[F:35].C([O-])([O-])=O.[K+].[K+]. The catalyst is CN1C(=O)CCC1. The product is [Cl:26][C:27]1[CH:32]=[CH:31][C:30]([O:33][C:2]2[CH:9]=[CH:8][C:7]([CH2:10][CH2:11][C:12]3[NH:13][CH:14]=[C:15]([CH2:19][C:20]4[CH:21]=[N:22][CH:23]=[N:24][CH:25]=4)[C:16](=[O:18])[N:17]=3)=[CH:6][C:3]=2[C:4]#[N:5])=[CH:29][C:28]=1[C:34]([F:35])([F:36])[F:37]. The yield is 0.150. (2) The reactants are [CH3:1][C:2]1[CH:7]=[CH:6][C:5]([C:8]([C:10]2[S:14][C:13]([NH2:15])=[N:12][C:11]=2[C:16]2[O:17][CH:18]=[CH:19][CH:20]=2)=[O:9])=[CH:4][N:3]=1.[C:21](O)(=[O:28])[C:22]1[CH:27]=[CH:26][N:25]=[CH:24][CH:23]=1.CCN=C=NCCCN(C)C.Cl.O.ON1C2C=CC=CC=2N=N1. The catalyst is CN(C=O)C.O. The product is [O:17]1[CH:18]=[CH:19][CH:20]=[C:16]1[C:11]1[N:12]=[C:13]([NH:15][C:21]([C:22]2[CH:27]=[CH:26][N:25]=[CH:24][CH:23]=2)=[O:28])[S:14][C:10]=1[C:8]([C:5]1[CH:6]=[CH:7][C:2]([CH3:1])=[N:3][CH:4]=1)=[O:9]. The yield is 0.620. (3) The yield is 0.630. The reactants are [OH:1][CH:2]([C:19]1[CH:24]=[CH:23][CH:22]=[CH:21][C:20]=1[O:25][CH3:26])[CH2:3][O:4][C:5]1[CH:18]=[CH:17][C:8](/[CH:9]=[C:10]2/[C:11](=[O:16])[NH:12][C:13](=[O:15])[S:14]/2)=[CH:7][CH:6]=1.O.N1C=CC=CC=1C1C=CC=CN=1.[BH4-].[Na+]. The product is [OH:1][CH:2]([C:19]1[CH:24]=[CH:23][CH:22]=[CH:21][C:20]=1[O:25][CH3:26])[CH2:3][O:4][C:5]1[CH:18]=[CH:17][C:8]([CH2:9][CH:10]2[S:14][C:13](=[O:15])[NH:12][C:11]2=[O:16])=[CH:7][CH:6]=1. The catalyst is C1COCC1.[Co](Cl)Cl.CC(O)=O. (4) The reactants are [Si:1]([O:8][C:9]1[CH:14]=[C:13]([O:15][Si:16]([C:19]([CH3:22])([CH3:21])[CH3:20])([CH3:18])[CH3:17])[CH:12]=[CH:11][C:10]=1[C@@H:23]1[CH2:28][CH2:27][C@H:26]([NH2:29])[CH2:25][CH2:24]1)([C:4]([CH3:7])([CH3:6])[CH3:5])([CH3:3])[CH3:2].[C:30](Cl)(=[O:32])[CH3:31]. The catalyst is N1C=CC=CC=1.CN(C)C1C=CN=CC=1. The product is [Si:1]([O:8][C:9]1[CH:14]=[C:13]([O:15][Si:16]([C:19]([CH3:20])([CH3:21])[CH3:22])([CH3:18])[CH3:17])[CH:12]=[CH:11][C:10]=1[C@@H:23]1[CH2:24][CH2:25][C@H:26]([NH:29][C:30](=[O:32])[CH3:31])[CH2:27][CH2:28]1)([C:4]([CH3:5])([CH3:6])[CH3:7])([CH3:3])[CH3:2]. The yield is 0.500. (5) The yield is 0.740. The product is [C:1]([CH2:5][CH2:6][CH2:7][CH2:8][C:9]([O:11][CH3:12])=[O:10])#[N:2]. The catalyst is O.CO. The reactants are [C-:1]#[N:2].[K+].Br[CH2:5][CH2:6][CH2:7][CH2:8][C:9]([O:11][CH3:12])=[O:10]. (6) The reactants are [OH:1][C:2]1[CH:3]=[C:4]([CH2:9][C:10]([O:12][CH3:13])=[O:11])[CH:5]=[CH:6][C:7]=1[NH2:8].[Br:14][C:15]1[CH:20]=[CH:19][CH:18]=[CH:17][C:16]=1[N:21]=[C:22]=S.[CH3:24]O. No catalyst specified. The yield is 0.660. The product is [Br:14][C:15]1[CH:20]=[CH:19][CH:18]=[CH:17][C:16]=1[NH:21][C:22]1[O:1][C:2]2[CH:3]=[C:4]([CH2:9][C:10]([O:12][CH2:13][CH3:24])=[O:11])[CH:5]=[CH:6][C:7]=2[N:8]=1. (7) The reactants are [H-].[Na+].[CH2:3](Br)[C:4]1[CH:9]=[CH:8][CH:7]=[CH:6][CH:5]=1.[Br:11][CH2:12][CH2:13][CH2:14][CH2:15][CH2:16][CH2:17][CH2:18][CH2:19][CH2:20][CH2:21][OH:22]. The catalyst is C1COCC1. The product is [Br:11][CH2:12][CH2:13][CH2:14][CH2:15][CH2:16][CH2:17][CH2:18][CH2:19][CH2:20][CH2:21][O:22][CH2:3][C:4]1[CH:9]=[CH:8][CH:7]=[CH:6][CH:5]=1. The yield is 0.600.